This data is from Reaction yield outcomes from USPTO patents with 853,638 reactions. The task is: Predict the reaction yield, written as a fraction of the theoretical maximum amount of product (1.0 means a 100% yield; for example, 0.34 means a 34% yield). (1) The reactants are [CH3:1][O:2][C:3]([C:5]1[CH:13]=[C:12]2[C:8]([CH:9]=[CH:10][N:11]2[CH2:14][CH3:15])=[CH:7][CH:6]=1)=[O:4].O=P(Cl)(Cl)Cl.[OH-].[Na+].CN([CH:26]=[O:27])C. No catalyst specified. The product is [CH3:1][O:2][C:3]([C:5]1[CH:13]=[C:12]2[C:8]([C:9]([CH:26]=[O:27])=[CH:10][N:11]2[CH2:14][CH3:15])=[CH:7][CH:6]=1)=[O:4]. The yield is 0.960. (2) The reactants are OC1C=CC(C(C2C=CC=CC=2)=O)=CC=1.BrCCCCl.C(=O)([O-])[O-].[K+].[K+].Cl[CH2:28][CH2:29][CH2:30][O:31][C:32]1[CH:45]=[CH:44][C:35]([C:36]([C:38]2[CH:43]=[CH:42][CH:41]=[CH:40][CH:39]=2)=[O:37])=[CH:34][CH:33]=1.C(C1C=CC(OCCCOC2C=CC(C(=O)C3C=CC=CC=3)=CC=2)=CC=1)(=O)C1C=CC=CC=1.[NH:79]([CH2:83][CH2:84][OH:85])[CH2:80][CH2:81][OH:82].[I-].[Na+]. The catalyst is CC(C)CC(=O)C. The product is [OH:82][CH2:81][CH2:80][N:79]([CH2:83][CH2:84][OH:85])[CH2:28][CH2:29][CH2:30][O:31][C:32]1[CH:45]=[CH:44][C:35]([C:36]([C:38]2[CH:43]=[CH:42][CH:41]=[CH:40][CH:39]=2)=[O:37])=[CH:34][CH:33]=1. The yield is 0.890. (3) The reactants are [C:1]([O:5][C:6]([N:8]1[C:12](=[O:13])[CH:11]=[CH:10][CH:9]1[C:14]([CH3:22])([CH3:21])[O:15][SiH2:16][C:17]([CH3:20])([CH3:19])[CH3:18])=[O:7])([CH3:4])([CH3:3])[CH3:2].[CH:23]1[CH2:27][CH:26]=[CH:25][CH:24]=1. The catalyst is C1(C)C=CC=CC=1. The product is [C:1]([O:5][C:6]([N:8]1[C:12](=[O:13])[CH:11]2[CH:10]([CH:27]3[CH2:26][CH:25]2[CH:24]=[CH:23]3)[CH:9]1[C:14]([CH3:22])([CH3:21])[O:15][SiH2:16][C:17]([CH3:20])([CH3:19])[CH3:18])=[O:7])([CH3:4])([CH3:3])[CH3:2]. The yield is 0.670.